This data is from NCI-60 drug combinations with 297,098 pairs across 59 cell lines. The task is: Regression. Given two drug SMILES strings and cell line genomic features, predict the synergy score measuring deviation from expected non-interaction effect. (1) Synergy scores: CSS=53.4, Synergy_ZIP=2.29, Synergy_Bliss=3.00, Synergy_Loewe=-3.49, Synergy_HSA=6.48. Drug 2: C1=CN(C(=O)N=C1N)C2C(C(C(O2)CO)O)O.Cl. Drug 1: C1=CC(=CC=C1CCCC(=O)O)N(CCCl)CCCl. Cell line: NCI-H460. (2) Drug 2: CC1C(C(CC(O1)OC2CC(CC3=C2C(=C4C(=C3O)C(=O)C5=C(C4=O)C(=CC=C5)OC)O)(C(=O)C)O)N)O.Cl. Cell line: MCF7. Drug 1: C1=CC(=CC=C1CCC2=CNC3=C2C(=O)NC(=N3)N)C(=O)NC(CCC(=O)O)C(=O)O. Synergy scores: CSS=39.8, Synergy_ZIP=-8.00, Synergy_Bliss=-6.04, Synergy_Loewe=-1.70, Synergy_HSA=-0.302. (3) Drug 1: CC1C(C(CC(O1)OC2CC(CC3=C2C(=C4C(=C3O)C(=O)C5=C(C4=O)C(=CC=C5)OC)O)(C(=O)CO)O)N)O.Cl. Drug 2: CC1=C(N=C(N=C1N)C(CC(=O)N)NCC(C(=O)N)N)C(=O)NC(C(C2=CN=CN2)OC3C(C(C(C(O3)CO)O)O)OC4C(C(C(C(O4)CO)O)OC(=O)N)O)C(=O)NC(C)C(C(C)C(=O)NC(C(C)O)C(=O)NCCC5=NC(=CS5)C6=NC(=CS6)C(=O)NCCC[S+](C)C)O. Cell line: SW-620. Synergy scores: CSS=18.1, Synergy_ZIP=-9.03, Synergy_Bliss=2.24, Synergy_Loewe=-4.08, Synergy_HSA=3.98.